This data is from Forward reaction prediction with 1.9M reactions from USPTO patents (1976-2016). The task is: Predict the product of the given reaction. (1) Given the reactants C1(C([N:9]2[CH:14]([C:15]([O:17][CH2:18][CH3:19])=[O:16])[CH:13]3[CH2:20][CH:10]2[CH:11]=[CH:12]3)C)C=CC=CC=1, predict the reaction product. The product is: [CH:10]12[CH2:20][CH:13]([CH2:12][CH2:11]1)[CH:14]([C:15]([O:17][CH2:18][CH3:19])=[O:16])[NH:9]2. (2) Given the reactants [NH2:1][CH2:2][C:3]1[NH:4][C:5](=[O:14])[C:6]2[CH:12]=[C:11]([F:13])[CH:10]=[N:9][C:7]=2[N:8]=1.CCN(C(C)C)C(C)C.[C:24]1([CH2:30][CH2:31][C:32](Cl)=[O:33])[CH:29]=[CH:28][CH:27]=[CH:26][CH:25]=1, predict the reaction product. The product is: [F:13][C:11]1[CH:10]=[N:9][C:7]2[N:8]=[C:3]([CH2:2][NH:1][C:32](=[O:33])[CH2:31][CH2:30][C:24]3[CH:29]=[CH:28][CH:27]=[CH:26][CH:25]=3)[NH:4][C:5](=[O:14])[C:6]=2[CH:12]=1. (3) Given the reactants [Cl:1][C:2]1[C:19]([NH:20][S:21]([CH2:24][CH3:25])(=[O:23])=[O:22])=[CH:18][C:17]([Cl:26])=[CH:16][C:3]=1[CH2:4][C:5]1[N:6]=[CH:7][N:8](S(N(C)C)(=O)=[O:11])[CH:9]=1.Cl, predict the reaction product. The product is: [OH-:11].[NH4+:6].[Cl:1][C:2]1[C:3]([CH2:4][C:5]2[N:6]=[CH:7][NH:8][CH:9]=2)=[CH:16][C:17]([Cl:26])=[CH:18][C:19]=1[NH:20][S:21]([CH2:24][CH3:25])(=[O:22])=[O:23].